Dataset: Forward reaction prediction with 1.9M reactions from USPTO patents (1976-2016). Task: Predict the product of the given reaction. (1) Given the reactants [N:1]1([C:6]2[CH:22]=[CH:21][C:9]([CH2:10][N:11]3[C:19]4[C:14](=[N:15][CH:16]=[CH:17][CH:18]=4)[C:13](I)=[CH:12]3)=[CH:8][CH:7]=2)[CH:5]=[CH:4][CH:3]=[N:2]1.F[C:24]1(F)[CH2:29][CH2:28][C@@H:27]([NH:30][C:31](C2C3=NC=CC=C3N(CC3C=CC(F)=CC=3)C=2)=[O:32])[C@H:26]([OH:50])C1.FC1C=CC(CN2C3C(=NC=CC=3)C(I)=C2)=CC=1.CC1(C)C2C(=C(P(C3C=CC=CC=3)C3C=CC=CC=3)C=CC=2)OC2C(P(C3C=CC=CC=3)C3C=CC=CC=3)=CC=CC1=2.O1CCCC(N)C1.C(=O)([O-])[O-].[Na+].[Na+], predict the reaction product. The product is: [N:1]1([C:6]2[CH:22]=[CH:21][C:9]([CH2:10][N:11]3[C:19]4[C:14](=[N:15][CH:16]=[CH:17][CH:18]=4)[C:13]([C:31]([NH:30][CH:27]4[CH2:28][CH2:29][CH2:24][O:50][CH2:26]4)=[O:32])=[CH:12]3)=[CH:8][CH:7]=2)[CH:5]=[CH:4][CH:3]=[N:2]1. (2) The product is: [F:33][C:34]1[C:39]([F:40])=[CH:38][CH:37]=[CH:36][C:35]=1[NH:41][C:22]1[CH:21]=[C:20]([C:18]2[N:19]=[C:14]([N:11]3[CH2:12][CH2:13][NH:8][CH2:9][CH2:10]3)[C:15]3[C:30]([O:31][CH3:32])=[CH:29][N:28]=[CH:27][C:16]=3[N:17]=2)[CH:25]=[CH:24][N:23]=1. Given the reactants C(OC([N:8]1[CH2:13][CH2:12][N:11]([C:14]2[C:15]3[C:30]([O:31][CH3:32])=[CH:29][N:28]=[CH:27][C:16]=3[N:17]=[C:18]([C:20]3[CH:25]=[CH:24][N:23]=[C:22](Cl)[CH:21]=3)[N:19]=2)[CH2:10][CH2:9]1)=O)(C)(C)C.[F:33][C:34]1[C:39]([F:40])=[CH:38][CH:37]=[CH:36][C:35]=1[NH2:41], predict the reaction product. (3) Given the reactants Cl.[CH2:2]([O:4][C:5]([C:7]1([CH3:13])[CH2:12][CH2:11][NH:10][CH2:9][CH2:8]1)=[O:6])[CH3:3].C([O-])([O-])=O.[K+].[K+].O.[CH2:21]([O:23][C:24]([N:26]1[CH2:32][CH2:31][CH2:30][C:29](=O)[CH2:28][CH2:27]1)=[O:25])[CH3:22], predict the reaction product. The product is: [CH3:13][C:7]1([C:5]([O:4][CH2:2][CH3:3])=[O:6])[CH2:12][CH2:11][N:10]([CH:29]2[CH2:30][CH2:31][CH2:32][N:26]([C:24]([O:23][CH2:21][CH3:22])=[O:25])[CH2:27][CH2:28]2)[CH2:9][CH2:8]1. (4) Given the reactants [Si:1]([O:8][C@H:9]1[CH2:18][C:17]([CH3:20])([CH3:19])[CH2:16][C:15]2[N:14]=[C:13]([CH:21]([CH3:23])[CH3:22])[C:12]3[C@@H:24]([C:33]4[C:38]([F:39])=[CH:37][C:36]([C:40]([F:43])([F:42])[F:41])=[CH:35][N:34]=4)[O:25][C:26]4([CH2:31][CH2:30][O:29][CH2:28][CH:27]4I)[C:11]=3[C:10]1=2)([C:4]([CH3:7])([CH3:6])[CH3:5])([CH3:3])[CH3:2], predict the reaction product. The product is: [Si:1]([O:8][C@H:9]1[CH2:18][C:17]([CH3:19])([CH3:20])[CH2:16][C:15]2[N:14]=[C:13]([CH:21]([CH3:23])[CH3:22])[C:12]3[C@@H:24]([C:33]4[C:38]([F:39])=[CH:37][C:36]([C:40]([F:42])([F:43])[F:41])=[CH:35][N:34]=4)[O:25][C:26]4([CH2:31][CH2:30][O:29][CH2:28][CH2:27]4)[C:11]=3[C:10]1=2)([C:4]([CH3:7])([CH3:6])[CH3:5])([CH3:2])[CH3:3]. (5) Given the reactants [NH:1]1[CH2:6][CH2:5][CH:4]([CH2:7][NH:8][C:9](=[O:15])[O:10][C:11]([CH3:14])([CH3:13])[CH3:12])[CH2:3][CH2:2]1.C(=O)([O-])[O-].[K+].[K+].[CH3:22][CH2:23][N:24](C(C)C)C(C)C.BrCC#N, predict the reaction product. The product is: [C:23]([CH2:22][N:1]1[CH2:6][CH2:5][CH:4]([CH2:7][NH:8][C:9](=[O:15])[O:10][C:11]([CH3:12])([CH3:14])[CH3:13])[CH2:3][CH2:2]1)#[N:24]. (6) Given the reactants [CH3:1][O:2][C:3]1[CH:8]=[CH:7][CH:6]=[CH:5][C:4]=1[CH:9]1[CH2:15][CH2:14][NH:13][C:12](=O)[CH2:11][CH:10]1[C:17]1[CH:22]=[CH:21][CH:20]=[CH:19][CH:18]=1.[H-].[H-].[H-].[H-].[Li+].[Al+3], predict the reaction product. The product is: [CH3:1][O:2][C:3]1[CH:8]=[CH:7][CH:6]=[CH:5][C:4]=1[CH:9]1[CH:10]([C:17]2[CH:18]=[CH:19][CH:20]=[CH:21][CH:22]=2)[CH2:11][CH2:12][NH:13][CH2:14][CH2:15]1. (7) The product is: [C:16]([C:3]1[C:2]([NH:1][C:27]([C:25]2[N:26]=[C:22]([CH:19]([CH3:21])[CH3:20])[S:23][CH:24]=2)=[O:28])=[C:7]([Cl:8])[C:6]([O:9][CH2:10][CH:11]([O:12][CH3:13])[O:14][CH3:15])=[CH:5][CH:4]=1)(=[O:18])[CH3:17]. Given the reactants [NH2:1][C:2]1[C:7]([Cl:8])=[C:6]([O:9][CH2:10][CH:11]([O:14][CH3:15])[O:12][CH3:13])[CH:5]=[CH:4][C:3]=1[C:16](=[O:18])[CH3:17].[CH:19]([C:22]1[S:23][CH:24]=[C:25]([C:27](O)=[O:28])[N:26]=1)([CH3:21])[CH3:20].O=P(Cl)(Cl)Cl, predict the reaction product. (8) Given the reactants [NH2:1][C:2]1[CH:3]=[CH:4][C:5]([O:8][CH3:9])=[N:6][CH:7]=1.[NH:10]1[C:14]2[CH:15]=[CH:16][CH:17]=[CH:18][C:13]=2[N:12]=[N:11]1.[CH:19](=O)[CH2:20][CH3:21], predict the reaction product. The product is: [N:10]1([CH:19]([NH:1][C:2]2[CH:7]=[N:6][C:5]([O:8][CH3:9])=[CH:4][CH:3]=2)[CH2:20][CH3:21])[C:14]2[CH:15]=[CH:16][CH:17]=[CH:18][C:13]=2[N:12]=[N:11]1.